This data is from Full USPTO retrosynthesis dataset with 1.9M reactions from patents (1976-2016). The task is: Predict the reactants needed to synthesize the given product. (1) Given the product [CH3:1][NH:2][CH2:10][C:11]#[C:12][C:13]1[CH:14]=[N:15][CH:16]=[CH:17][CH:18]=1, predict the reactants needed to synthesize it. The reactants are: [CH3:1][N:2]([CH2:10][C:11]#[C:12][C:13]1[CH:14]=[N:15][CH:16]=[CH:17][CH:18]=1)C(=O)OC(C)(C)C.C(O)(C(F)(F)F)=O. (2) Given the product [Br:1][C:2]1[CH:7]=[C:6]2[C:5](=[CH:4][CH:3]=1)[O:11][CH:16]([C:15]1[CH:18]=[CH:19][CH:20]=[C:13]([Cl:12])[CH:14]=1)[CH2:9][C:8]2=[O:10], predict the reactants needed to synthesize it. The reactants are: [Br:1][C:2]1[CH:3]=[CH:4][C:5]([OH:11])=[C:6]([C:8](=[O:10])[CH3:9])[CH:7]=1.[Cl:12][C:13]1[CH:14]=[C:15]([CH:18]=[CH:19][CH:20]=1)[CH:16]=O.O.O.O.O.O.O.O.O.O.O.O.B([O-])([O-])[O-].B([O-])([O-])[O-].B([O-])([O-])[O-].B([O-])([O-])[O-].[Na+].[Na+].[Na+].[Na+].[Na+].[Na+].[Na+].[Na+].[Na+].[Na+].[Na+].[Na+]. (3) Given the product [F:13][C:14]1[CH:15]=[CH:16][C:17]([O:32][CH3:33])=[C:18]([C:20]([CH3:30])([CH3:31])[CH2:21][C:22]([C:25]([F:28])([F:27])[F:26])([OH:29])[CH:23]=[N:34][C:35]2[CH:44]=[CH:43][C:42]([F:45])=[C:41]3[C:36]=2[CH:37]=[N:38][C:39]([CH3:46])=[N:40]3)[CH:19]=1, predict the reactants needed to synthesize it. The reactants are: C([O-])(=O)C.[Na+].FC(F)(F)C(O)=O.[F:13][C:14]1[CH:15]=[CH:16][C:17]([O:32][CH3:33])=[C:18]([C:20]([CH3:31])([CH3:30])[CH2:21][C:22]([OH:29])([C:25]([F:28])([F:27])[F:26])[CH:23]=O)[CH:19]=1.[NH2:34][C:35]1[CH:44]=[CH:43][C:42]([F:45])=[C:41]2[C:36]=1[CH:37]=[N:38][C:39]([CH3:46])=[N:40]2. (4) Given the product [CH:1]1([N:7]2[CH2:11][CH2:10][CH:9]([CH2:12][C:14]3[C:19]([O:20][CH3:21])=[CH:18][C:17]([Cl:22])=[CH:16][C:15]=3[Cl:23])[C:8]2=[O:24])[CH2:2][CH2:3][CH2:4][CH2:5][CH2:6]1, predict the reactants needed to synthesize it. The reactants are: [CH:1]1([N:7]2[CH2:11][CH2:10][CH:9]([CH:12]([C:14]3[C:19]([O:20][CH3:21])=[CH:18][C:17]([Cl:22])=[CH:16][C:15]=3[Cl:23])O)[C:8]2=[O:24])[CH2:6][CH2:5][CH2:4][CH2:3][CH2:2]1.C([SiH](CC)CC)C. (5) Given the product [C:23]1([CH3:33])[CH:28]=[CH:27][C:26]([S:29]([NH:1][C:2]2[CH:3]=[C:4]([C:8]3[O:12][C:11]([C:13]4[CH:22]=[CH:21][C:16]([C:17]([O:19][CH3:20])=[O:18])=[CH:15][CH:14]=4)=[N:10][N:9]=3)[CH:5]=[CH:6][CH:7]=2)(=[O:31])=[O:30])=[CH:25][CH:24]=1, predict the reactants needed to synthesize it. The reactants are: [NH2:1][C:2]1[CH:3]=[C:4]([C:8]2[O:12][C:11]([C:13]3[CH:22]=[CH:21][C:16]([C:17]([O:19][CH3:20])=[O:18])=[CH:15][CH:14]=3)=[N:10][N:9]=2)[CH:5]=[CH:6][CH:7]=1.[C:23]1([CH3:33])[CH:28]=[CH:27][C:26]([S:29](Cl)(=[O:31])=[O:30])=[CH:25][CH:24]=1. (6) The reactants are: COC1C=CC(C[N:8]2[N:12]=[N:11][C:10]([CH2:13][CH2:14][C:15]([O:17][CH3:18])=[O:16])=[N:9]2)=CC=1.Cl.[H][H]. Given the product [N:11]1[NH:12][N:8]=[N:9][C:10]=1[CH2:13][CH2:14][C:15]([O:17][CH3:18])=[O:16], predict the reactants needed to synthesize it. (7) Given the product [CH:14]([C:17]1[CH:18]=[CH:19][C:20]([N:23]([CH2:24][CH2:25][CH2:26][CH2:27][CH2:28][CH2:29][O:30][CH:31]2[CH2:36][CH2:35][CH2:34][CH2:33][O:32]2)[C:11]([CH:1]2[C:10]3[C:5](=[CH:6][CH:7]=[CH:8][CH:9]=3)[CH2:4][CH2:3][CH2:2]2)=[O:13])=[CH:21][CH:22]=1)([CH3:16])[CH3:15], predict the reactants needed to synthesize it. The reactants are: [CH:1]1([C:11]([OH:13])=O)[C:10]2[C:5](=[CH:6][CH:7]=[CH:8][CH:9]=2)[CH2:4][CH2:3][CH2:2]1.[CH:14]([C:17]1[CH:22]=[CH:21][C:20]([NH:23][CH2:24][CH2:25][CH2:26][CH2:27][CH2:28][CH2:29][O:30][CH:31]2[CH2:36][CH2:35][CH2:34][CH2:33][O:32]2)=[CH:19][CH:18]=1)([CH3:16])[CH3:15].